Task: Predict the reactants needed to synthesize the given product.. Dataset: Full USPTO retrosynthesis dataset with 1.9M reactions from patents (1976-2016) (1) Given the product [O:19]1[CH2:20][CH2:21][O:22][CH:18]1[C:11]1[CH:12]=[C:13]([O:16][CH3:17])[N:14]=[CH:15][C:10]=1[O:9][CH2:8][C:7]1[C:2]([C:23]#[N:24])=[N:3][CH:4]=[CH:5][CH:6]=1, predict the reactants needed to synthesize it. The reactants are: Br[C:2]1[C:7]([CH2:8][O:9][C:10]2[C:11]([CH:18]3[O:22][CH2:21][CH2:20][O:19]3)=[CH:12][C:13]([O:16][CH3:17])=[N:14][CH:15]=2)=[CH:6][CH:5]=[CH:4][N:3]=1.[CH3:23][N:24](C=O)C. (2) Given the product [CH3:7][C:8]([CH3:18])([CH3:17])[CH2:9][CH2:10][CH:11]1[CH2:15][CH2:14][CH2:13][C:12]1=[N:20][OH:21], predict the reactants needed to synthesize it. The reactants are: C(=O)([O-])[O-].[Na+].[Na+].[CH3:7][C:8]([CH3:18])([CH3:17])[CH2:9][CH2:10][CH:11]1[CH2:15][CH2:14][CH2:13][C:12]1=O.Cl.[NH2:20][OH:21]. (3) The reactants are: [CH3:1][NH:2][CH2:3][C:4]1[CH:9]=[CH:8][C:7]([N+:10]([O-:12])=[O:11])=[CH:6][CH:5]=1.O1CCC[CH2:14]1.[CH3:18][C:19]1[CH:28]=[C:27]2[C:22](C(Cl)=[N:24][C:25]([Cl:29])=[N:26]2)=[CH:21][CH:20]=1. Given the product [Cl:29][C:25]1[N:24]=[C:1]([NH:2][C@H:3]([C:4]2[CH:5]=[CH:6][C:7]([N+:10]([O-:12])=[O:11])=[CH:8][CH:9]=2)[CH3:14])[C:22]2[C:27](=[CH:28][C:19]([CH3:18])=[CH:20][CH:21]=2)[N:26]=1, predict the reactants needed to synthesize it. (4) The reactants are: CS(O)(=O)=[O:3].[NH2:6][C@H:7]([C@H:13]([C:15]1[C:23]2[C:18](=[CH:19][CH:20]=[CH:21][CH:22]=2)[NH:17][CH:16]=1)[CH3:14])[C:8]([O:10]CC)=[O:9].[CH2:24]([N:26]([CH2:29][CH3:30])[CH2:27][CH3:28])C.[C:31]1(C2CCCN2)[CH:36]=[CH:35][CH:34]=[CH:33][CH:32]=1.Cl. Given the product [NH:17]1[C:18]2[C:23](=[CH:22][CH:21]=[CH:20][CH:19]=2)[C:15]([C@H:13]([CH3:14])[C@@H:7]([NH:6][C:24]([N:26]2[CH2:29][CH2:30][CH2:28][CH:27]2[C:31]2[CH:36]=[CH:35][CH:34]=[CH:33][CH:32]=2)=[O:3])[C:8]([OH:10])=[O:9])=[CH:16]1, predict the reactants needed to synthesize it.